Dataset: Forward reaction prediction with 1.9M reactions from USPTO patents (1976-2016). Task: Predict the product of the given reaction. (1) Given the reactants [CH3:1][O:2][C:3]1[CH:4]=[C:5]2[C:10](=[CH:11][C:12]=1[O:13][CH3:14])[N:9]=[CH:8][CH:7]=[C:6]2[O:15][C:16]1[CH:25]=[C:24]2[C:19]([CH:20]=[CH:21][C:22]([NH2:26])=[CH:23]2)=[CH:18][CH:17]=1.C([O-])([O-])=O.[K+].[K+].[Cl:33][C:34]1[CH:42]=[CH:41][C:37]([C:38](Cl)=[O:39])=[CH:36][CH:35]=1, predict the reaction product. The product is: [CH3:1][O:2][C:3]1[CH:4]=[C:5]2[C:10](=[CH:11][C:12]=1[O:13][CH3:14])[N:9]=[CH:8][CH:7]=[C:6]2[O:15][C:16]1[CH:25]=[C:24]2[C:19]([CH:20]=[CH:21][C:22]([NH:26][C:38](=[O:39])[C:37]3[CH:41]=[CH:42][C:34]([Cl:33])=[CH:35][CH:36]=3)=[CH:23]2)=[CH:18][CH:17]=1. (2) The product is: [CH3:1][N:2]1[CH:6]=[C:5]([N:7]2[CH:12]=[CH:11][C:10](=[O:13])[C:9]([CH2:14][C:15]3[CH:20]=[CH:19][CH:18]=[C:17]([C:21]4[N:26]=[CH:25][C:24]([CH:27]([CH3:29])[CH3:28])=[CH:23][N:22]=4)[CH:16]=3)=[N:8]2)[CH:4]=[N:3]1. Given the reactants [CH3:1][N:2]1[CH:6]=[C:5]([N:7]2[CH:12]=[CH:11][C:10](=[O:13])[C:9]([CH2:14][C:15]3[CH:20]=[CH:19][CH:18]=[C:17]([C:21]4[N:26]=[CH:25][C:24]([C:27]([CH3:29])=[CH2:28])=[CH:23][N:22]=4)[CH:16]=3)=[N:8]2)[CH:4]=[N:3]1, predict the reaction product. (3) Given the reactants [OH:1][C:2]1[CH:7]=[CH:6][CH:5]=[CH:4][C:3]=1[O:8][C:9](=[O:14])[C:10]([CH3:13])([CH3:12])[CH3:11].[Br:15]Br.S([O-])([O-])(=O)=S.[Na+].[Na+], predict the reaction product. The product is: [Br:15][C:5]1[CH:6]=[CH:7][C:2]([OH:1])=[C:3]([O:8][C:9](=[O:14])[C:10]([CH3:11])([CH3:13])[CH3:12])[CH:4]=1. (4) Given the reactants [CH:1]1[C:6]([N+:7]([O-:9])=[O:8])=[CH:5][CH:4]=[C:3]([OH:10])[CH:2]=1.C(=O)([O-])[O-].[K+].[K+].[C:17]1([CH3:27])[CH:22]=[CH:21][C:20]([S:23](Cl)(=[O:25])=[O:24])=[CH:19][CH:18]=1.Cl, predict the reaction product. The product is: [CH3:27][C:17]1[CH:22]=[CH:21][C:20]([S:23]([O:10][C:3]2[CH:4]=[CH:5][C:6]([N+:7]([O-:9])=[O:8])=[CH:1][CH:2]=2)(=[O:25])=[O:24])=[CH:19][CH:18]=1. (5) Given the reactants O=[C:2]1[C:7]([C:8]([O:10][CH3:11])=[O:9])=[CH:6][CH:5]=[CH:4][O:3]1.N[C:13]1[CH:14]=[N:15][CH:16]=[CH:17][CH:18]=1.CC[N:21]=C=NCCCN(C)C.Cl, predict the reaction product. The product is: [O:3]=[C:2]1[C:7]([C:8]([O:10][CH3:11])=[O:9])=[CH:6][CH:5]=[CH:4][N:21]1[C:16]1[CH:17]=[CH:18][CH:13]=[CH:14][N:15]=1.